Dataset: Reaction yield outcomes from USPTO patents with 853,638 reactions. Task: Predict the reaction yield, written as a fraction of the theoretical maximum amount of product (1.0 means a 100% yield; for example, 0.34 means a 34% yield). (1) The reactants are [Cl:1][C:2]1[CH:3]=[C:4]([C:8]2[N:13]=[C:12]3[CH2:14][CH2:15][CH2:16][C:11]3=[C:10]([NH:17][C:18]3[CH:19]=[C:20]([CH2:24][C:25](OC)=[O:26])[CH:21]=[CH:22][CH:23]=3)[CH:9]=2)[CH:5]=[CH:6][CH:7]=1.CSC. No catalyst specified. The product is [ClH:1].[Cl:1][C:2]1[CH:3]=[C:4]([C:8]2[N:13]=[C:12]3[CH2:14][CH2:15][CH2:16][C:11]3=[C:10]([NH:17][C:18]3[CH:19]=[C:20]([CH2:24][CH2:25][OH:26])[CH:21]=[CH:22][CH:23]=3)[CH:9]=2)[CH:5]=[CH:6][CH:7]=1. The yield is 0.800. (2) The reactants are [OH-].[Na+].C(OC([N:8]1[CH2:13][CH2:12][C:11](=[C:14]([C:21]2[CH:26]=[CH:25][CH:24]=[CH:23][CH:22]=2)[C:15]2[CH:20]=[CH:19][CH:18]=[CH:17][CH:16]=2)[CH2:10][CH2:9]1)=O)C.C(=O)(O)N. The catalyst is O.C(O)C. The product is [C:15]1([C:14]([C:21]2[CH:26]=[CH:25][CH:24]=[CH:23][CH:22]=2)=[C:11]2[CH2:10][CH2:9][NH:8][CH2:13][CH2:12]2)[CH:16]=[CH:17][CH:18]=[CH:19][CH:20]=1. The yield is 0.750. (3) The reactants are [CH2:1]([O:8][CH2:9][C:10](Cl)=[O:11])[C:2]1[CH:7]=[CH:6][CH:5]=[CH:4][CH:3]=1.[CH3:13][O:14][C:15](=[O:26])[CH:16]([O:18][C:19]1[CH:24]=[CH:23][C:22]([NH2:25])=[CH:21][CH:20]=1)[CH3:17].C(N(CC)CC)C. The catalyst is CC(C)=O. The product is [CH3:13][O:14][C:15](=[O:26])[CH:16]([O:18][C:19]1[CH:24]=[CH:23][C:22]([NH:25][C:10](=[O:11])[CH2:9][O:8][CH2:1][C:2]2[CH:7]=[CH:6][CH:5]=[CH:4][CH:3]=2)=[CH:21][CH:20]=1)[CH3:17]. The yield is 0.598. (4) The reactants are C(P1(=O)OP(CCC)(=O)OP(CCC)(=O)O1)CC.[C:19]([O:23][C:24]([N:26]1[CH2:35][CH2:34][C:33]2[N:32]=[C:31]([O:36][CH3:37])[CH:30]=[CH:29][C:28]=2[CH:27]1[C:38]([OH:40])=O)=[O:25])([CH3:22])([CH3:21])[CH3:20].[F:41][C:42]1[CH:43]=[C:44]([NH2:53])[CH:45]=[C:46]2[C:50]=1[C:49]([CH3:52])([CH3:51])[CH2:48][CH2:47]2.CCN(C(C)C)C(C)C. The catalyst is CN(C1C=CN=CC=1)C.C(OCC)(=O)C.O. The product is [F:41][C:42]1[CH:43]=[C:44]([NH:53][C:38]([CH:27]2[N:26]([C:24]([O:23][C:19]([CH3:21])([CH3:20])[CH3:22])=[O:25])[CH2:35][CH2:34][C:33]3[N:32]=[C:31]([O:36][CH3:37])[CH:30]=[CH:29][C:28]2=3)=[O:40])[CH:45]=[C:46]2[C:50]=1[C:49]([CH3:51])([CH3:52])[CH2:48][CH2:47]2. The yield is 0.810.